Dataset: Forward reaction prediction with 1.9M reactions from USPTO patents (1976-2016). Task: Predict the product of the given reaction. (1) Given the reactants Cl[C:2]1[N:12]=[CH:11][CH:10]=[CH:9][C:3]=1[C:4]([O:6][CH2:7][CH3:8])=[O:5].[C:13]1([C:19]2[N:20]=[CH:21][NH:22][CH:23]=2)[CH:18]=[CH:17][CH:16]=[CH:15][CH:14]=1.C([O-])([O-])=O.[K+].[K+], predict the reaction product. The product is: [C:13]1([C:19]2[N:20]=[CH:21][N:22]([C:2]3[C:3]([C:4]([O:6][CH2:7][CH3:8])=[O:5])=[CH:9][CH:10]=[CH:11][N:12]=3)[CH:23]=2)[CH:14]=[CH:15][CH:16]=[CH:17][CH:18]=1. (2) Given the reactants [CH2:1]([O:8][C:9]1[CH:14]=[CH:13][C:12]([C@@H:15]2[CH2:20][CH2:19][N:18](C(OC(C)(C)C)=O)[CH2:17][C@H:16]2[F:28])=[CH:11][CH:10]=1)[C:2]1[CH:7]=[CH:6][CH:5]=[CH:4][CH:3]=1.[ClH:29], predict the reaction product. The product is: [ClH:29].[CH2:1]([O:8][C:9]1[CH:14]=[CH:13][C:12]([C@@H:15]2[CH2:20][CH2:19][NH:18][CH2:17][C@H:16]2[F:28])=[CH:11][CH:10]=1)[C:2]1[CH:3]=[CH:4][CH:5]=[CH:6][CH:7]=1. (3) Given the reactants [CH:1]1([CH2:4][CH2:5][O:6][CH2:7][C:8]2[N:13]=[C:12]([NH2:14])[CH:11]=[CH:10][CH:9]=2)[CH2:3][CH2:2]1.[F:15][C:16]1[CH:21]=[CH:20][C:19]([S:22](Cl)(=[O:24])=[O:23])=[CH:18][C:17]=1[C:26]([F:29])([F:28])[F:27], predict the reaction product. The product is: [CH:1]1([CH2:4][CH2:5][O:6][CH2:7][C:8]2[N:13]=[C:12]([NH:14][S:22]([C:19]3[CH:20]=[CH:21][C:16]([F:15])=[C:17]([C:26]([F:29])([F:27])[F:28])[CH:18]=3)(=[O:24])=[O:23])[CH:11]=[CH:10][CH:9]=2)[CH2:3][CH2:2]1. (4) Given the reactants [CH2:1]([O:8][CH2:9][N:10]1[C:18]2[C:17]([NH2:19])=[N:16][C:15]([CH2:20][CH2:21][CH2:22][CH3:23])=[N:14][C:13]=2[C:12](I)=[C:11]1[CH3:25])[C:2]1[CH:7]=[CH:6][CH:5]=[CH:4][CH:3]=1.[CH2:26]([OH:32])[CH2:27][CH2:28][CH2:29][C:30]#[CH:31].C(N(CC)CC)C, predict the reaction product. The product is: [NH2:19][C:17]1[C:18]2[N:10]([CH2:9][O:8][CH2:1][C:2]3[CH:7]=[CH:6][CH:5]=[CH:4][CH:3]=3)[C:11]([CH3:25])=[C:12]([C:31]#[C:30][CH2:29][CH2:28][CH2:27][CH2:26][OH:32])[C:13]=2[N:14]=[C:15]([CH2:20][CH2:21][CH2:22][CH3:23])[N:16]=1. (5) Given the reactants [F:1][C:2]([F:26])([F:25])[CH2:3][CH2:4][C:5]([C:9]1[CH:10]=[CH:11][C:12]([C:15]2[CH:20]=[CH:19][C:18]([C:21]([F:24])([F:23])[F:22])=[CH:17][CH:16]=2)=[N:13][CH:14]=1)=[CH:6][O:7]C.O1CCCC1.Cl.[OH-].[Na+], predict the reaction product. The product is: [F:26][C:2]([F:1])([F:25])[CH2:3][CH2:4][CH:5]([C:9]1[CH:14]=[N:13][C:12]([C:15]2[CH:20]=[CH:19][C:18]([C:21]([F:22])([F:23])[F:24])=[CH:17][CH:16]=2)=[CH:11][CH:10]=1)[CH:6]=[O:7]. (6) The product is: [C:1]([C:4]1[CH:9]=[CH:8][C:7]([C:14]2/[C:15](=[CH:40]/[CH:41]=[C:42]3/[N:43]([CH2:57][CH2:58][CH2:59][S:60]([O-:63])(=[O:62])=[O:61])[C:44]4[C:49]([C:50]/3([CH3:51])[CH3:52])=[CH:48][C:47]([S:53]([O-:56])(=[O:54])=[O:55])=[CH:46][CH:45]=4)/[CH2:16][CH2:17][CH2:18][C:19]=2[CH:20]=[CH:21][C:22]2[C:23]([CH3:39])([CH3:38])[C:24]3[C:25]([N:37]=2)=[N+:26]([CH2:30][CH2:31][CH2:32][S:33]([O-:36])(=[O:35])=[O:34])[CH:27]=[CH:28][CH:29]=3)=[CH:6][CH:5]=1)([OH:3])=[O:2].[Na+:64].[Na+:64]. Given the reactants [C:1]([C:4]1[CH:9]=[CH:8][C:7](B(O)O)=[CH:6][CH:5]=1)([OH:3])=[O:2].Cl[C:14]1=[C:15]([CH:40]=[CH:41][C:42]2[C:50]([CH3:52])([CH3:51])[C:49]3[C:44](=[CH:45][CH:46]=[C:47]([S:53]([O-:56])(=[O:55])=[O:54])[CH:48]=3)[N+:43]=2[CH2:57][CH2:58][CH2:59][S:60]([O-:63])(=[O:62])=[O:61])[CH2:16][CH2:17][CH2:18]/[C:19]/1=[CH:20]\[CH:21]=[C:22]1/[C:23]([CH3:39])([CH3:38])[C:24]2[C:25](=[N:37]/1)[N:26]([CH2:30][CH2:31][CH2:32][S:33]([O-:36])(=[O:35])=[O:34])[CH:27]=[CH:28][CH:29]=2.[Na+:64].[Na+], predict the reaction product. (7) Given the reactants [F:1][C:2]1[CH:7]=[C:6]([F:8])[CH:5]=[CH:4][C:3]=1[N+:9]([O-:11])=[O:10].[Cl:12][S:13](O)(=[O:15])=[O:14], predict the reaction product. The product is: [F:8][C:6]1[CH:7]=[C:2]([F:1])[C:3]([N+:9]([O-:11])=[O:10])=[CH:4][C:5]=1[S:13]([Cl:12])(=[O:15])=[O:14]. (8) Given the reactants [F:1][C:2]1[CH:3]=[C:4]([C:15]2[CH:20]=[CH:19][C:18]([OH:21])=[CH:17][CH:16]=2)[CH:5]=[CH:6][C:7]=1[CH2:8][C:9]([O:11][CH2:12][CH:13]=[CH2:14])=[O:10].[CH3:22][O:23][CH:24]([O:41][CH3:42])[C:25]1[C:30]([O:31][CH2:32][O:33][CH3:34])=[C:29]([C:35]([F:38])([F:37])[F:36])[CH:28]=[CH:27][C:26]=1[CH2:39]O, predict the reaction product. The product is: [CH3:42][O:41][CH:24]([O:23][CH3:22])[C:25]1[C:30]([O:31][CH2:32][O:33][CH3:34])=[C:29]([C:35]([F:38])([F:37])[F:36])[CH:28]=[CH:27][C:26]=1[CH2:39][O:21][C:18]1[CH:17]=[CH:16][C:15]([C:4]2[CH:5]=[CH:6][C:7]([CH2:8][C:9]([O:11][CH2:12][CH:13]=[CH2:14])=[O:10])=[C:2]([F:1])[CH:3]=2)=[CH:20][CH:19]=1.